This data is from Full USPTO retrosynthesis dataset with 1.9M reactions from patents (1976-2016). The task is: Predict the reactants needed to synthesize the given product. (1) Given the product [OH:1][CH2:2][CH:3]1[N:8]([CH:18]2[CH2:19][O:16][CH2:17]2)[CH2:7][CH2:6][N:5]([C:9]([O:11][C:12]([CH3:15])([CH3:14])[CH3:13])=[O:10])[CH2:4]1, predict the reactants needed to synthesize it. The reactants are: [OH:1][CH2:2][CH:3]1[NH:8][CH2:7][CH2:6][N:5]([C:9]([O:11][C:12]([CH3:15])([CH3:14])[CH3:13])=[O:10])[CH2:4]1.[O:16]1[CH2:19][C:18](=O)[CH2:17]1.CC(O)=O.C([BH3-])#N.[Na+]. (2) Given the product [C:24]([C:26]1[CH:31]=[CH:30][C:29]([C:2]2[CH:3]=[CH:4][C:5]3[O:9][C:8]([CH:10]4[CH2:11][CH2:12][N:13]([C:16]([O:18][C:19]([CH3:21])([CH3:20])[CH3:22])=[O:17])[CH2:14][CH2:15]4)=[N:7][C:6]=3[CH:23]=2)=[CH:28][CH:27]=1)#[N:25], predict the reactants needed to synthesize it. The reactants are: Br[C:2]1[CH:3]=[CH:4][C:5]2[O:9][C:8]([CH:10]3[CH2:15][CH2:14][N:13]([C:16]([O:18][C:19]([CH3:22])([CH3:21])[CH3:20])=[O:17])[CH2:12][CH2:11]3)=[N:7][C:6]=2[CH:23]=1.[C:24]([C:26]1[CH:31]=[CH:30][C:29](B(O)O)=[CH:28][CH:27]=1)#[N:25]. (3) Given the product [CH:1]1([N:5]2[CH2:11][CH2:10][CH2:9][N:8]([C:12]([C:14]3[CH:15]=[CH:16][C:17]([CH2:18][OH:19])=[CH:20][CH:21]=3)=[O:13])[CH2:7][CH2:6]2)[CH2:4][CH2:3][CH2:2]1, predict the reactants needed to synthesize it. The reactants are: [CH:1]1([N:5]2[CH2:11][CH2:10][CH2:9][N:8]([C:12]([C:14]3[CH:21]=[CH:20][C:17]([CH:18]=[O:19])=[CH:16][CH:15]=3)=[O:13])[CH2:7][CH2:6]2)[CH2:4][CH2:3][CH2:2]1.[BH4-].[Na+]. (4) Given the product [O:7]=[C:6]1[NH:8][C@@H:9]2[CH2:10][N:11]([C:20]([O:22][CH2:23][C:24]3[CH:25]=[CH:26][CH:27]=[CH:28][CH:29]=3)=[O:21])[CH2:12][CH2:13][C@@H:14]2[O:5]1, predict the reactants needed to synthesize it. The reactants are: C([O:5][C:6]([NH:8][C@H:9]1[C@H:14](OS(C)(=O)=O)[CH2:13][CH2:12][N:11]([C:20]([O:22][CH2:23][C:24]2[CH:29]=[CH:28][CH:27]=[CH:26][CH:25]=2)=[O:21])[CH2:10]1)=[O:7])(C)(C)C.